This data is from Full USPTO retrosynthesis dataset with 1.9M reactions from patents (1976-2016). The task is: Predict the reactants needed to synthesize the given product. (1) Given the product [CH:52]1[C:57]2[C:58](=[CH:53][CH:54]=[CH:55][CH:56]=2)[CH:59]=[C:50]([NH:60][C:61]2[CH:62]=[CH:63][C:64]([S:67]([N:70]3[CH2:71][CH2:72][CH:73]([NH:76][C:77](=[O:80])[CH:78]=[CH2:79])[CH2:74][CH2:75]3)(=[O:68])=[O:69])=[CH:65][CH:66]=2)[N:51]=1, predict the reactants needed to synthesize it. The reactants are: C1(P(C2C=CC=CC=2)C2C3OC4C(=CC=CC=4P(C4C=CC=CC=4)C4C=CC=CC=4)C(C)(C)C=3C=CC=2)C=CC=CC=1.C(=O)([O-])[O-].[Cs+].[Cs+].Cl[C:50]1[CH:59]=[CH:58][C:57]2[C:52](=[CH:53][CH:54]=[CH:55][CH:56]=2)[N:51]=1.[NH2:60][C:61]1[CH:66]=[CH:65][C:64]([S:67]([N:70]2[CH2:75][CH2:74][CH:73]([NH:76][C:77](=[O:80])[CH:78]=[CH2:79])[CH2:72][CH2:71]2)(=[O:69])=[O:68])=[CH:63][CH:62]=1. (2) Given the product [CH2:1](/[N:5]=[C:26]1\[CH2:27][CH2:28][CH2:29][CH:30]=[C:25]\1[NH:24][C:13]1[C:14]([C:18]2[CH:19]=[CH:20][CH:21]=[CH:22][CH:23]=2)=[CH:15][CH:16]=[CH:17][C:12]=1[C:6]1[CH:11]=[CH:10][CH:9]=[CH:8][CH:7]=1)[CH2:2][CH2:3][CH3:4], predict the reactants needed to synthesize it. The reactants are: [CH2:1]([NH2:5])[CH2:2][CH2:3][CH3:4].[C:6]1([C:12]2[CH:17]=[CH:16][CH:15]=[C:14]([C:18]3[CH:23]=[CH:22][CH:21]=[CH:20][CH:19]=3)[C:13]=2[NH:24][C:25]2[C:26](=O)[CH2:27][CH2:28][CH2:29][CH:30]=2)[CH:11]=[CH:10][CH:9]=[CH:8][CH:7]=1. (3) Given the product [C:1]([O:5][C:6]([N:8]1[CH2:12][C@@H:11]([C:13]2[CH:14]=[CH:15][CH:16]=[CH:17][CH:18]=2)[CH2:10][C@H:9]1[C:19](=[O:20])[NH:55][C:56]1[S:57][CH:58]=[C:59]([C:61]2[CH:62]=[CH:63][C:64]([C:65](=[O:66])[NH:67][CH:68]3[CH2:69][CH2:70]3)=[CH:71][CH:72]=2)[N:60]=1)=[O:7])([CH3:4])([CH3:3])[CH3:2], predict the reactants needed to synthesize it. The reactants are: [C:1]([O:5][C:6]([N:8]1[CH2:12][C@@H:11]([C:13]2[CH:18]=[CH:17][CH:16]=[CH:15][CH:14]=2)[CH2:10][C@H:9]1[C:19](O)=[O:20])=[O:7])([CH3:4])([CH3:3])[CH3:2].CCN(C(C)C)C(C)C.CN(C(ON1N=NC2C=CC=NC1=2)=[N+](C)C)C.F[P-](F)(F)(F)(F)F.[NH2:55][C:56]1[S:57][CH:58]=[C:59]([C:61]2[CH:72]=[CH:71][C:64]([C:65]([NH:67][CH:68]3[CH2:70][CH2:69]3)=[O:66])=[CH:63][CH:62]=2)[N:60]=1. (4) Given the product [CH3:17][O:16][C:13]1[N:12]=[CH:11][C:10]([CH2:9][C:8]2[C:2]3[N:21]=[CH:20][CH:19]=[CH:18][C:3]=3[C:4](=[O:5])[NH:6][CH:7]=2)=[CH:15][CH:14]=1.[CH3:17][O:16][C:13]1[N:12]=[CH:11][C:10]([CH:9]=[C:8]2[C:2]3[N:21]=[CH:20][CH:19]=[CH:18][C:3]=3[C:4](=[O:5])[NH:6][CH2:7]2)=[CH:15][CH:14]=1, predict the reactants needed to synthesize it. The reactants are: Cl[C:2]1[N:21]=[CH:20][CH:19]=[CH:18][C:3]=1[C:4]([NH:6][CH2:7][CH:8]=[CH:9][C:10]1[CH:11]=[N:12][C:13]([O:16][CH3:17])=[CH:14][CH:15]=1)=[O:5].C(N(CC)CC)C. (5) Given the product [NH2:3][C:4]1[S:5][C:6]([C:15]([OH:17])=[O:16])=[C:7]([C:9]2[CH:14]=[CH:13][CH:12]=[CH:11][CH:10]=2)[N:8]=1, predict the reactants needed to synthesize it. The reactants are: [OH-].[Na+].[NH2:3][C:4]1[S:5][C:6]([C:15]([O:17]CC)=[O:16])=[C:7]([C:9]2[CH:14]=[CH:13][CH:12]=[CH:11][CH:10]=2)[N:8]=1. (6) Given the product [CH2:14]([N:4]([CH2:1][CH2:2][CH3:3])[C:5]([CH2:7][O:8][C:9]([CH2:10][CH2:11][NH:12][S:18]([C:21]1[CH:22]=[C:23]([CH:27]=[CH:28][CH:29]=1)[C:24]([OH:26])=[O:25])(=[O:20])=[O:19])=[O:13])=[O:6])[CH2:15][CH3:16], predict the reactants needed to synthesize it. The reactants are: [CH2:1]([N:4]([CH2:14][CH2:15][CH3:16])[C:5]([CH2:7][O:8][C:9](=[O:13])[CH2:10][CH2:11][NH2:12])=[O:6])[CH2:2][CH3:3].Cl[S:18]([C:21]1[CH:22]=[C:23]([CH:27]=[CH:28][CH:29]=1)[C:24]([OH:26])=[O:25])(=[O:20])=[O:19].O.Cl. (7) Given the product [F:17][C:18]([F:33])([F:32])[S:19]([O:22][C:23]1[CH:28]=[CH:27][C:26]2[C:25](=[CH:9][CH:10]=[CH:11][CH:12]=2)[C:24]=1[CH:7]1[C:16]2[C:11](=[CH:12][CH:13]=[CH:14][CH:15]=2)[CH2:10][CH2:9][NH:8]1)(=[O:21])=[O:20], predict the reactants needed to synthesize it. The reactants are: C([O-])([O-])=O.[K+].[K+].[CH2:7]1[C:16]2[C:11](=[CH:12][CH:13]=[CH:14][CH:15]=2)[CH2:10][CH2:9][NH:8]1.[F:17][C:18]([F:33])([F:32])[S:19]([O:22][C:23]1[CH:28]=[CH:27][C:26]([N+]([O-])=O)=[CH:25][CH:24]=1)(=[O:21])=[O:20].O.